From a dataset of Full USPTO retrosynthesis dataset with 1.9M reactions from patents (1976-2016). Predict the reactants needed to synthesize the given product. (1) Given the product [N:23]([C:2]1[CH:3]=[C:4]2[C@@:15]3([CH2:20][CH2:19][S:18][C:17]([NH2:21])=[N:16]3)[C:14]3[CH:13]=[C:12]([Cl:22])[N:11]=[CH:10][C:9]=3[O:8][C:5]2=[CH:6][CH:7]=1)=[N+:24]=[N-:25], predict the reactants needed to synthesize it. The reactants are: Br[C:2]1[CH:3]=[C:4]2[C@@:15]3([CH2:20][CH2:19][S:18][C:17]([NH2:21])=[N:16]3)[C:14]3[CH:13]=[C:12]([Cl:22])[N:11]=[CH:10][C:9]=3[O:8][C:5]2=[CH:6][CH:7]=1.[N-:23]=[N+:24]=[N-:25].[Na+].CCO.[N-]=[N+]=[N-]. (2) Given the product [CH3:9][O:10][C:11](=[O:48])/[C:12](/[NH:13][C:14](=[O:41])[C:15]1[C:20]([CH3:21])=[CH:19][C:18]([C:22]([NH:24][CH2:25][C:26]2[CH:31]=[CH:30][CH:29]=[C:28]([O:32][Si:33]([C:36]([CH3:39])([CH3:38])[CH3:37])([CH3:34])[CH3:35])[CH:27]=2)=[O:23])=[CH:17][C:16]=1[CH3:40])=[CH:56]/[C:52]1[S:51][C:50]([CH3:49])=[N:54][C:53]=1[CH3:55], predict the reactants needed to synthesize it. The reactants are: CN(C)C(N(C)C)=N.[CH3:9][O:10][C:11](=[O:48])[CH:12](P(OC)(OC)=O)[NH:13][C:14](=[O:41])[C:15]1[C:20]([CH3:21])=[CH:19][C:18]([C:22]([NH:24][CH2:25][C:26]2[CH:31]=[CH:30][CH:29]=[C:28]([O:32][Si:33]([C:36]([CH3:39])([CH3:38])[CH3:37])([CH3:35])[CH3:34])[CH:27]=2)=[O:23])=[CH:17][C:16]=1[CH3:40].[CH3:49][C:50]1[S:51][C:52]([CH:56]=O)=[C:53]([CH3:55])[N:54]=1.